This data is from Forward reaction prediction with 1.9M reactions from USPTO patents (1976-2016). The task is: Predict the product of the given reaction. Given the reactants [NH2:1][C@@H:2]([CH2:5][S:6][C:7]1[CH:12]=[CH:11][CH:10]=[CH:9][C:8]=1F)[CH2:3][OH:4].O1CCOCC1.CC([O-])(C)C.[K+].Cl, predict the reaction product. The product is: [O:4]1[C:8]2[CH:9]=[CH:10][CH:11]=[CH:12][C:7]=2[S:6][CH2:5][C@H:2]([NH2:1])[CH2:3]1.